Dataset: Reaction yield outcomes from USPTO patents with 853,638 reactions. Task: Predict the reaction yield, written as a fraction of the theoretical maximum amount of product (1.0 means a 100% yield; for example, 0.34 means a 34% yield). (1) The reactants are [Cl:1][C:2]1[CH:7]=[C:6]([Cl:8])[CH:5]=[CH:4][C:3]=1[CH2:9][CH2:10][CH2:11][O:12][C:13]1[C:14]2[N:15]([C:19]([C:26](OCC)=[O:27])=[C:20]([C:22]([F:25])([F:24])[F:23])[N:21]=2)[CH:16]=[CH:17][CH:18]=1.B.[OH-].[Na+].O. The catalyst is C(OCC)C. The product is [Cl:1][C:2]1[CH:7]=[C:6]([Cl:8])[CH:5]=[CH:4][C:3]=1[CH2:9][CH2:10][CH2:11][O:12][C:13]1[C:14]2[N:15]([C:19]([CH2:26][OH:27])=[C:20]([C:22]([F:24])([F:23])[F:25])[N:21]=2)[CH:16]=[CH:17][CH:18]=1. The yield is 0.470. (2) The reactants are [Br:1][C:2]1[CH:3]=[C:4]([C:8]([NH:10][C@@H:11]([CH2:24][C:25]2[CH:30]=[CH:29][CH:28]=[CH:27][C:26]=2[C:31]([F:34])([F:33])[F:32])[CH2:12][N:13]2C(=O)C3C(=CC=CC=3)C2=O)=[O:9])[S:5][C:6]=1[Cl:7].NN.[CH3:49][C:48]([O:47][C:45](O[C:45]([O:47][C:48]([CH3:51])([CH3:50])[CH3:49])=[O:46])=[O:46])([CH3:51])[CH3:50]. The catalyst is C1COCC1.CO.C1COCC1. The product is [Br:1][C:2]1[CH:3]=[C:4]([C:8]([NH:10][C@@H:11]([CH2:24][C:25]2[CH:30]=[CH:29][CH:28]=[CH:27][C:26]=2[C:31]([F:34])([F:33])[F:32])[CH2:12][NH:13][C:45](=[O:46])[O:47][C:48]([CH3:49])([CH3:50])[CH3:51])=[O:9])[S:5][C:6]=1[Cl:7]. The yield is 0.270. (3) The reactants are [CH3:1][O:2][C:3]1[CH:4]=[C:5]2[C:10](=[CH:11][CH:12]=1)[CH:9]=[C:8]([O:13][CH2:14][C:15]1([C:26]([O:28][CH2:29][CH3:30])=[O:27])[CH2:18][N:17](C(OC(C)(C)C)=O)[CH2:16]1)[CH:7]=[CH:6]2.O.[C:32]1([CH3:42])[CH:37]=[CH:36][C:35]([S:38]([OH:41])(=[O:40])=[O:39])=[CH:34][CH:33]=1. The catalyst is C(OCC)(=O)C. The product is [S:38]([C:35]1[CH:36]=[CH:37][C:32]([CH3:42])=[CH:33][CH:34]=1)([OH:41])(=[O:40])=[O:39].[CH3:1][O:2][C:3]1[CH:4]=[C:5]2[C:10](=[CH:11][CH:12]=1)[CH:9]=[C:8]([O:13][CH2:14][C:15]1([C:26]([O:28][CH2:29][CH3:30])=[O:27])[CH2:18][NH:17][CH2:16]1)[CH:7]=[CH:6]2. The yield is 0.730. (4) The reactants are [F:1][C:2]([F:13])([F:12])[C:3]1[CH:8]=[CH:7][C:6](B(O)O)=[CH:5][CH:4]=1.Br[C:15]1[CH:16]=[CH:17][C:18]2[O:22][C:21]([N:23]3[CH:29]4[CH2:30][CH2:31][N:26]([CH2:27][CH2:28]4)[CH2:25][CH2:24]3)=[N:20][C:19]=2[CH:32]=1. No catalyst specified. The product is [F:1][C:2]([F:13])([F:12])[C:3]1[CH:8]=[CH:7][C:6]([C:15]2[CH:16]=[CH:17][C:18]3[O:22][C:21]([N:23]4[CH:29]5[CH2:28][CH2:27][N:26]([CH2:31][CH2:30]5)[CH2:25][CH2:24]4)=[N:20][C:19]=3[CH:32]=2)=[CH:5][CH:4]=1. The yield is 0.540.